From a dataset of Peptide-MHC class I binding affinity with 185,985 pairs from IEDB/IMGT. Regression. Given a peptide amino acid sequence and an MHC pseudo amino acid sequence, predict their binding affinity value. This is MHC class I binding data. (1) The peptide sequence is TSDINRTAV. The MHC is H-2-Kb with pseudo-sequence H-2-Kb. The binding affinity (normalized) is 0.414. (2) The peptide sequence is ASKTINALVY. The MHC is HLA-A03:01 with pseudo-sequence HLA-A03:01. The binding affinity (normalized) is 0.387. (3) The peptide sequence is TLLGDGPVV. The MHC is HLA-A02:02 with pseudo-sequence HLA-A02:02. The binding affinity (normalized) is 0.417. (4) The peptide sequence is KSGGLSSGFY. The MHC is HLA-A11:01 with pseudo-sequence HLA-A11:01. The binding affinity (normalized) is 0.209. (5) The peptide sequence is SARRHRILDIYL. The MHC is Mamu-B03 with pseudo-sequence Mamu-B03. The binding affinity (normalized) is 0.354. (6) The peptide sequence is YLISIFLHLV. The MHC is HLA-A02:03 with pseudo-sequence HLA-A02:03. The binding affinity (normalized) is 0.950. (7) The peptide sequence is KAGNILFWPY. The MHC is HLA-A68:01 with pseudo-sequence HLA-A68:01. The binding affinity (normalized) is 0.117. (8) The peptide sequence is IHKPRPPAT. The MHC is HLA-B44:02 with pseudo-sequence HLA-B44:02. The binding affinity (normalized) is 0.0847.